This data is from Catalyst prediction with 721,799 reactions and 888 catalyst types from USPTO. The task is: Predict which catalyst facilitates the given reaction. (1) Reactant: [C:1]1(=[O:7])O[C:4](=[O:5])[CH2:3][CH2:2]1.[NH2:8][CH2:9][CH2:10][C:11]1[C:19]2[C:14](=[CH:15][CH:16]=[CH:17][CH:18]=2)[NH:13][CH:12]=1.C([O-])(=O)C.[K+]. Product: [NH:13]1[C:14]2[C:19](=[CH:18][CH:17]=[CH:16][CH:15]=2)[C:11]([CH2:10][CH2:9][N:8]2[C:4](=[O:5])[CH2:3][CH2:2][C:1]2=[O:7])=[CH:12]1. The catalyst class is: 15. (2) The catalyst class is: 35. Reactant: [H-].[Na+].CCCCCC.[CH2:9]1[C:21]2[NH:20][C:19]3[C:14](=[CH:15][CH:16]=[CH:17][CH:18]=3)[C:13]=2[C:12](=[O:22])[CH2:11][CH2:10]1.[F:23][C:24]([F:34])([F:33])[C:25]1[CH:32]=[CH:31][C:28]([C:29]#[N:30])=[CH:27][CH:26]=1. Product: [O:22]=[C:12]1[C:13]2[C:14]3[C:19](=[CH:18][CH:17]=[CH:16][CH:15]=3)[N:20]([C:32]3[CH:31]=[C:28]([CH:27]=[CH:26][C:25]=3[C:24]([F:23])([F:33])[F:34])[C:29]#[N:30])[C:21]=2[CH2:9][CH2:10][CH2:11]1. (3) Product: [F:36][C:37]([F:42])([F:41])[C:38]([OH:40])=[O:39].[CH3:28][NH:27][C@@H:24]1[CH2:25][CH2:26][N:22]([C:4]2[C:5]3[CH2:12][CH2:11][CH2:10][C:9]4[N:13]([C:16]5[CH:17]=[CH:18][CH:19]=[CH:20][CH:21]=5)[N:14]=[CH:15][C:8]=4[C:6]=3[N:7]=[C:2]([NH2:1])[N:3]=2)[CH2:23]1. Reactant: [NH2:1][C:2]1[N:3]=[C:4]([N:22]2[CH2:26][CH2:25][C@@H:24]([N:27](C)[C:28](=O)OC(C)(C)C)[CH2:23]2)[C:5]2[CH2:12][CH2:11][CH2:10][C:9]3[N:13]([C:16]4[CH:21]=[CH:20][CH:19]=[CH:18][CH:17]=4)[N:14]=[CH:15][C:8]=3[C:6]=2[N:7]=1.[F:36][C:37]([F:42])([F:41])[C:38]([OH:40])=[O:39]. The catalyst class is: 4.